Dataset: Catalyst prediction with 721,799 reactions and 888 catalyst types from USPTO. Task: Predict which catalyst facilitates the given reaction. (1) Reactant: [C:1]([O:5][C:6](=[O:19])[NH:7][C@H:8]([C@H:16]1[CH2:18][O:17]1)[CH2:9][C:10]1[CH:15]=[CH:14][CH:13]=[CH:12][CH:11]=1)([CH3:4])([CH3:3])[CH3:2].[O:20]1[CH2:25][CH2:24][CH:23]([NH2:26])[CH2:22][CH2:21]1. Product: [OH:17][C@H:16]([CH2:18][NH:26][CH:23]1[CH2:24][CH2:25][O:20][CH2:21][CH2:22]1)[C@@H:8]([NH:7][C:6](=[O:19])[O:5][C:1]([CH3:4])([CH3:3])[CH3:2])[CH2:9][C:10]1[CH:15]=[CH:14][CH:13]=[CH:12][CH:11]=1. The catalyst class is: 8. (2) Reactant: [CH3:1][O:2][C:3]([C:5]1([NH:14][C:15](=[O:28])[C:16]2[CH:21]=[CH:20][C:19]([O:22][CH3:23])=[C:18]([O:24]C(=O)C)[CH:17]=2)[CH2:13][C:12]2[C:7](=[CH:8][CH:9]=[CH:10][CH:11]=2)[CH2:6]1)=[O:4].C(=O)([O-])[O-].[K+].[K+]. Product: [CH3:1][O:2][C:3]([C:5]1([NH:14][C:15](=[O:28])[C:16]2[CH:21]=[CH:20][C:19]([O:22][CH3:23])=[C:18]([OH:24])[CH:17]=2)[CH2:6][C:7]2[C:12](=[CH:11][CH:10]=[CH:9][CH:8]=2)[CH2:13]1)=[O:4]. The catalyst class is: 5. (3) Reactant: C([O:4][C:5]([CH3:7])=[CH2:6])(=O)C.N(OC(CC)(C)C)=O.[Cl:16][C:17]1[CH:23]=[C:22]([Cl:24])[CH:21]=[C:20]([Cl:25])[C:18]=1N. Product: [Cl:16][C:17]1[CH:23]=[C:22]([Cl:24])[CH:21]=[C:20]([Cl:25])[C:18]=1[CH2:4][C:5](=[O:6])[CH3:7]. The catalyst class is: 10. (4) Reactant: [CH3:1][O:2][C:3]([C:5]1[C:6]([OH:33])=[C:7]2[C:12](=[CH:13][N:14]=1)[N:11]([CH2:15][C:16]1[CH:21]=[CH:20][CH:19]=[CH:18][CH:17]=1)[C:10](=[O:22])[C:9]([C:23]1[CH:28]=[CH:27][CH:26]=[C:25]([C:29]([F:32])([F:31])[F:30])[CH:24]=1)=[CH:8]2)=[O:4].[Br:34]N1C(=O)CCC1=O. Product: [CH3:1][O:2][C:3]([C:5]1[C:6]([OH:33])=[C:7]2[C:12](=[C:13]([Br:34])[N:14]=1)[N:11]([CH2:15][C:16]1[CH:17]=[CH:18][CH:19]=[CH:20][CH:21]=1)[C:10](=[O:22])[C:9]([C:23]1[CH:28]=[CH:27][CH:26]=[C:25]([C:29]([F:32])([F:31])[F:30])[CH:24]=1)=[CH:8]2)=[O:4]. The catalyst class is: 2. (5) Reactant: Cl.[Cl:2][CH2:3][CH2:4][CH2:5][C:6]#[C:7][C:8]([NH2:11])([CH3:10])[CH3:9].ON1C2C=CC=CC=2N=N1.Cl.CN(C)CCCN=C=NCC.[Cl:34][C:35]1[CH:36]=[C:37]([CH:45]=[C:46]([Cl:48])[CH:47]=1)[O:38][CH:39]([CH2:43][CH3:44])[C:40](O)=[O:41]. Product: [Cl:34][C:35]1[CH:36]=[C:37]([CH:45]=[C:46]([Cl:48])[CH:47]=1)[O:38][CH:39]([CH2:43][CH3:44])[C:40]([NH:11][C:8]([CH3:10])([CH3:9])[C:7]#[C:6][CH2:5][CH2:4][CH2:3][Cl:2])=[O:41]. The catalyst class is: 681. (6) Reactant: [OH:1][C:2]1[CH:19]=[C:18]2[C:5]([C@@:6]3([CH3:25])[C@H:15]([CH2:16][S:17]2(=[O:21])=[O:20])[C@:14]2([CH3:22])[C@H:9]([C:10]([CH3:24])([CH3:23])[CH2:11][CH2:12][CH2:13]2)[CH2:8][CH2:7]3)=[C:4]([C:26]([N:28]2[CH2:33][CH2:32][N:31](C(OC(C)(C)C)=O)[CH2:30][CH2:29]2)=[O:27])[CH:3]=1.FC(F)(F)C(O)=O. Product: [OH:1][C:2]1[CH:19]=[C:18]2[C:5]([C@@:6]3([CH3:25])[C@H:15]([CH2:16][S:17]2(=[O:21])=[O:20])[C@:14]2([CH3:22])[C@H:9]([C:10]([CH3:23])([CH3:24])[CH2:11][CH2:12][CH2:13]2)[CH2:8][CH2:7]3)=[C:4]([C:26]([N:28]2[CH2:29][CH2:30][NH:31][CH2:32][CH2:33]2)=[O:27])[CH:3]=1. The catalyst class is: 2.